From a dataset of Peptide-MHC class I binding affinity with 185,985 pairs from IEDB/IMGT. Regression. Given a peptide amino acid sequence and an MHC pseudo amino acid sequence, predict their binding affinity value. This is MHC class I binding data. (1) The peptide sequence is MTAASYARY. The binding affinity (normalized) is 0.872. The MHC is HLA-A26:01 with pseudo-sequence HLA-A26:01. (2) The peptide sequence is SGSGFWKALTF. The MHC is Mamu-B3901 with pseudo-sequence Mamu-B3901. The binding affinity (normalized) is 1.00.